This data is from Ames mutagenicity test results for genotoxicity prediction. The task is: Regression/Classification. Given a drug SMILES string, predict its toxicity properties. Task type varies by dataset: regression for continuous values (e.g., LD50, hERG inhibition percentage) or binary classification for toxic/non-toxic outcomes (e.g., AMES mutagenicity, cardiotoxicity, hepatotoxicity). Dataset: ames. (1) The drug is O=C(/C=C/c1ccccc1)c1ccc(F)cc1. The result is 0 (non-mutagenic). (2) The compound is Cc1cccc2ccccc12. The result is 0 (non-mutagenic). (3) The compound is SCCc1cnccn1. The result is 0 (non-mutagenic). (4) The molecule is O=[N+]([O-])c1cccc(I)c1. The result is 0 (non-mutagenic). (5) The compound is O=NN(CCO)CCCCO. The result is 1 (mutagenic). (6) The molecule is O=C(O)[C@@H](O)[C@H](O)C(=O)O. The result is 0 (non-mutagenic). (7) The drug is O=CC(Br)CBr. The result is 1 (mutagenic).